Dataset: Forward reaction prediction with 1.9M reactions from USPTO patents (1976-2016). Task: Predict the product of the given reaction. (1) Given the reactants C(Cl)(=O)C(Cl)=O.CS(C)=O.[CH2:11]([N:18]1[CH2:23][CH2:22][CH2:21][CH2:20][CH:19]1[CH2:24][CH2:25][CH2:26][OH:27])[C:12]1[CH:17]=[CH:16][CH:15]=[CH:14][CH:13]=1.CCN(CC)CC, predict the reaction product. The product is: [CH2:11]([N:18]1[CH2:23][CH2:22][CH2:21][CH2:20][CH:19]1[CH2:24][CH2:25][CH:26]=[O:27])[C:12]1[CH:17]=[CH:16][CH:15]=[CH:14][CH:13]=1. (2) Given the reactants C(OCC)C.C([Mg]Br)C.[C:10]1([S:16]([N:19]2[C:27]3[C:22](=[CH:23][C:24]([F:29])=[CH:25][C:26]=3[F:28])[C:21](I)=[CH:20]2)(=[O:18])=[O:17])[CH:15]=[CH:14][CH:13]=[CH:12][CH:11]=1.[CH2:31]([N:38]([CH2:43][C:44]1[CH:49]=[CH:48][CH:47]=[CH:46][CH:45]=1)[CH:39]([CH3:42])[CH:40]=[O:41])[C:32]1[CH:37]=[CH:36][CH:35]=[CH:34][CH:33]=1, predict the reaction product. The product is: [CH2:43]([N:38]([CH:39]([CH3:42])[CH:40]([C:21]1[C:22]2[C:27](=[C:26]([F:28])[CH:25]=[C:24]([F:29])[CH:23]=2)[N:19]([S:16]([C:10]2[CH:15]=[CH:14][CH:13]=[CH:12][CH:11]=2)(=[O:18])=[O:17])[CH:20]=1)[OH:41])[CH2:31][C:32]1[CH:37]=[CH:36][CH:35]=[CH:34][CH:33]=1)[C:44]1[CH:49]=[CH:48][CH:47]=[CH:46][CH:45]=1. (3) Given the reactants [C:1]1([C:7](=[C:18]2[CH2:23][C:22]([CH3:25])([CH3:24])[CH2:21][C:20]([CH3:27])([CH3:26])[CH2:19]2)[C:8]2[CH:17]=[CH:16][C:11]([C:12]([O:14]C)=[O:13])=[CH:10][CH:9]=2)[CH:6]=[CH:5][CH:4]=[CH:3][CH:2]=1.C1COCC1.CCO.[OH-].[Na+], predict the reaction product. The product is: [C:1]1([C:7](=[C:18]2[CH2:19][C:20]([CH3:27])([CH3:26])[CH2:21][C:22]([CH3:25])([CH3:24])[CH2:23]2)[C:8]2[CH:9]=[CH:10][C:11]([C:12]([OH:14])=[O:13])=[CH:16][CH:17]=2)[CH:2]=[CH:3][CH:4]=[CH:5][CH:6]=1. (4) Given the reactants [NH2:1][C:2]1[N:12]([CH2:13][CH2:14][CH2:15][NH:16][C:17](=[O:23])[O:18][C:19]([CH3:22])([CH3:21])[CH3:20])[C:6]2[N:7]=[C:8](Cl)[N:9]=[CH:10][C:5]=2[C:4](=[O:24])[C:3]=1[C:25](=[O:27])[NH2:26].[N:28]1([C:34]2[CH:39]=[CH:38][C:37]([NH2:40])=[CH:36][CH:35]=2)[CH2:33][CH2:32][O:31][CH2:30][CH2:29]1.O.C([O-])(O)=O.[Na+], predict the reaction product. The product is: [NH2:1][C:2]1[N:12]([CH2:13][CH2:14][CH2:15][NH:16][C:17](=[O:23])[O:18][C:19]([CH3:22])([CH3:21])[CH3:20])[C:6]2[N:7]=[C:8]([NH:40][C:37]3[CH:36]=[CH:35][C:34]([N:28]4[CH2:33][CH2:32][O:31][CH2:30][CH2:29]4)=[CH:39][CH:38]=3)[N:9]=[CH:10][C:5]=2[C:4](=[O:24])[C:3]=1[C:25](=[O:27])[NH2:26]. (5) Given the reactants [NH:1]1[C:10]2[C:5](=[CH:6][CH:7]=[CH:8][CH:9]=2)[CH2:4][CH2:3][CH2:2]1.ClC(Cl)(O[C:15](=[O:21])OC(Cl)(Cl)Cl)Cl.Cl.Cl.N1C=CC([CH:31]2[CH2:37][CH:36]3[NH:38][CH:33]([CH2:34][CH2:35]3)[CH2:32]2)=CC=1.C(=O)([O-])O.[Na+], predict the reaction product. The product is: [N:1]1[CH:10]=[CH:5][CH:4]=[C:3]([CH:37]2[CH:36]3[N:38]([C:15]([N:1]4[C:10]5[C:5](=[CH:6][CH:7]=[CH:8][CH:9]=5)[CH2:4][CH2:3][CH2:2]4)=[O:21])[CH:33]([CH2:34][CH2:35]3)[CH2:32][CH2:31]2)[CH:2]=1. (6) Given the reactants [Br:1][C:2]1[CH:3]=[C:4]([C:22]#[N:23])[C:5]([N:8]2[CH2:13][CH2:12][N:11](C(OC(C)(C)C)=O)[CH2:10][C@@H:9]2[CH3:21])=[N:6][CH:7]=1.[ClH:24], predict the reaction product. The product is: [ClH:24].[Br:1][C:2]1[CH:7]=[N:6][C:5]([N:8]2[CH2:13][CH2:12][NH:11][CH2:10][C@@H:9]2[CH3:21])=[C:4]([CH:3]=1)[C:22]#[N:23]. (7) Given the reactants [C:1]1([C:7]2([CH3:24])[CH2:12][N:11]([CH3:13])[C:10](=[O:14])[N:9](C(C)(CC(C)(C)C)C)[C:8]2=[O:23])[CH2:6][CH2:5][CH2:4][CH2:3][CH:2]=1.Cl, predict the reaction product. The product is: [C:1]1([C:7]2([CH3:24])[CH2:12][N:11]([CH3:13])[C:10](=[O:14])[NH:9][C:8]2=[O:23])[CH2:6][CH2:5][CH2:4][CH2:3][CH:2]=1.